Task: Predict the reactants needed to synthesize the given product.. Dataset: Full USPTO retrosynthesis dataset with 1.9M reactions from patents (1976-2016) (1) Given the product [CH3:15][C:14]1[S:16][CH:12]=[C:11]([C:4]2[CH:5]=[CH:6][C:7]([N+:8]([O-:10])=[O:9])=[CH:2][CH:3]=2)[N:17]=1, predict the reactants needed to synthesize it. The reactants are: Br[C:2]1[CH:3]=[C:4]([C:11](=O)[CH3:12])[CH:5]=[CH:6][C:7]=1[N+:8]([O-:10])=[O:9].[C:14]([NH2:17])(=[S:16])[CH3:15].C(OCC)(=O)C. (2) Given the product [C:11]([O:10][C:8]([NH:15][CH2:16][CH2:17][C:18]([N:4]([CH:5]([CH3:7])[CH3:6])[CH:1]([CH3:3])[CH3:2])=[O:19])=[O:9])([CH3:14])([CH3:13])[CH3:12], predict the reactants needed to synthesize it. The reactants are: [CH:1]([NH:4][CH:5]([CH3:7])[CH3:6])([CH3:3])[CH3:2].[C:8]([NH:15][CH2:16][CH2:17][C:18](O)=[O:19])([O:10][C:11]([CH3:14])([CH3:13])[CH3:12])=[O:9].C(N(CC)CC)C.[I-].ClC1C=CC=C[N+]=1C.